From a dataset of Full USPTO retrosynthesis dataset with 1.9M reactions from patents (1976-2016). Predict the reactants needed to synthesize the given product. (1) Given the product [S:22]1[C:19]2[CH2:20][CH2:21][NH:15][CH2:16][CH2:17][C:18]=2[N:24]=[C:23]1[NH:25][C:26](=[O:28])[CH3:27], predict the reactants needed to synthesize it. The reactants are: FC(F)(F)C(O)=O.C(OC([N:15]1[CH2:21][CH2:20][C:19]2[S:22][C:23]([NH:25][C:26](=[O:28])[CH3:27])=[N:24][C:18]=2[CH2:17][CH2:16]1)=O)(C)(C)C. (2) Given the product [O:12]1[CH2:13][CH2:14][CH2:15][CH2:16][CH:11]1[O:10][CH2:6][CH2:7][CH:8]=[CH:9][C:1]([OH:5])=[O:4], predict the reactants needed to synthesize it. The reactants are: [C:1]([OH:5])(=[O:4])C=C.[CH2:6]([O:10][CH:11]1[CH2:16][CH2:15][CH2:14][CH2:13][O:12]1)[CH2:7][CH:8]=[CH2:9]. (3) Given the product [N:17]1[CH:22]=[CH:21][CH:20]=[C:19]([NH:23][C:1](=[O:9])[O:2][C:3]2[CH:8]=[CH:7][CH:6]=[CH:5][CH:4]=2)[N:18]=1, predict the reactants needed to synthesize it. The reactants are: [C:1](Cl)(=[O:9])[O:2][C:3]1[CH:8]=[CH:7][CH:6]=[CH:5][CH:4]=1.N1C=CC=CC=1.[N:17]1[CH:22]=[CH:21][CH:20]=[C:19]([NH2:23])[N:18]=1. (4) Given the product [Br:3][C:4]1[CH:5]=[N:6][C:7]([NH:10][C:18]([NH:17][CH:11]2[CH2:16][CH2:15][CH2:14][CH2:13][CH2:12]2)=[O:19])=[N:8][CH:9]=1, predict the reactants needed to synthesize it. The reactants are: [H-].[Na+].[Br:3][C:4]1[CH:5]=[N:6][C:7]([NH2:10])=[N:8][CH:9]=1.[CH:11]1([N:17]=[C:18]=[O:19])[CH2:16][CH2:15][CH2:14][CH2:13][CH2:12]1.